This data is from Forward reaction prediction with 1.9M reactions from USPTO patents (1976-2016). The task is: Predict the product of the given reaction. (1) Given the reactants [C:1]([C:4]1[CH:11]=[CH:10][C:7]([CH:8]=[O:9])=[CH:6][CH:5]=1)(O)=[O:2].O.[NH2:13][C:14]1[NH:18][N:17]=[N:16][N:15]=1, predict the reaction product. The product is: [CH:8]([C:7]1[CH:10]=[CH:11][C:4]([C:1]([NH:13][C:14]2[N:15]=[N:16][NH:17][N:18]=2)=[O:2])=[CH:5][CH:6]=1)=[O:9]. (2) Given the reactants FC(F)(F)C(O)=O.FC(F)(F)C(O)=O.[NH:15]([CH2:22][C:23]([NH:25][C:26]1[CH:31]=[CH:30][C:29]([C:32]2[CH:37]=[CH:36][N:35]=[CH:34][CH:33]=2)=[CH:28][CH:27]=1)=[O:24])[C:16]1[CH:21]=[CH:20][CH:19]=[CH:18][CH:17]=1.[OH-].[Na+], predict the reaction product. The product is: [NH:15]([CH2:22][C:23]([NH:25][C:26]1[CH:31]=[CH:30][C:29]([C:32]2[CH:33]=[CH:34][N:35]=[CH:36][CH:37]=2)=[CH:28][CH:27]=1)=[O:24])[C:16]1[CH:21]=[CH:20][CH:19]=[CH:18][CH:17]=1. (3) The product is: [CH:42]([O:41][C:39]([NH:38][CH2:37][C:10]1[CH:11]=[C:12]([O:15][CH2:16][CH2:17][C:18]2[N:19]=[C:20]([C:24]3[CH:25]=[CH:26][C:27]([O:30][CH:31]4[CH2:32][CH2:33][O:34][CH2:35][CH2:36]4)=[CH:28][CH:29]=3)[O:21][C:22]=2[CH3:23])[CH:13]=[CH:14][C:9]=1[CH2:8][CH2:7][C:6]([OH:45])=[O:5])=[O:40])([CH3:44])[CH3:43]. Given the reactants C([O:5][C:6](=[O:45])[CH2:7][CH2:8][C:9]1[CH:14]=[CH:13][C:12]([O:15][CH2:16][CH2:17][C:18]2[N:19]=[C:20]([C:24]3[CH:29]=[CH:28][C:27]([O:30][CH:31]4[CH2:36][CH2:35][O:34][CH2:33][CH2:32]4)=[CH:26][CH:25]=3)[O:21][C:22]=2[CH3:23])=[CH:11][C:10]=1[CH2:37][NH:38][C:39]([O:41][CH:42]([CH3:44])[CH3:43])=[O:40])(C)(C)C.Cl.O1CCOCC1, predict the reaction product. (4) Given the reactants [OH-].[K+].[OH:3][C:4]1[CH:5]=[C:6](B(O)O)[CH:7]=[CH:8][C:9]=1[CH3:10].[C:14]1([S:20]([CH:23]=[C:24]2[CH2:27][O:26][CH2:25]2)(=[O:22])=[O:21])[CH:19]=[CH:18][CH:17]=[CH:16][CH:15]=1, predict the reaction product. The product is: [CH3:10][C:9]1[CH:8]=[CH:7][C:6]([C:24]2([CH2:23][S:20]([C:14]3[CH:19]=[CH:18][CH:17]=[CH:16][CH:15]=3)(=[O:22])=[O:21])[CH2:27][O:26][CH2:25]2)=[CH:5][C:4]=1[OH:3]. (5) Given the reactants Cl[C:2]1[N:7]=[C:6]([CH3:8])[C:5]([O:9][CH2:10][CH2:11][C@H:12]([CH:14]2[CH2:19][CH2:18][N:17]([C:20]3[O:24][N:23]=[C:22]([CH:25]([CH3:27])[CH3:26])[N:21]=3)[CH2:16][CH2:15]2)[CH3:13])=[CH:4][N:3]=1.[C:28]([O:32][C:33](=[O:47])[NH:34][C@@H:35]1[C@@H:39]([N:40]2[CH2:45][CH2:44][CH2:43][CH2:42][C:41]2=[O:46])[CH2:38][NH:37][CH2:36]1)([CH3:31])([CH3:30])[CH3:29].C1CCN2C(=NCCC2)CC1, predict the reaction product. The product is: [C:28]([O:32][C:33](=[O:47])[NH:34][C@@H:35]1[C@@H:39]([N:40]2[CH2:45][CH2:44][CH2:43][CH2:42][C:41]2=[O:46])[CH2:38][N:37]([C:2]2[N:7]=[C:6]([CH3:8])[C:5]([O:9][CH2:10][CH2:11][C@H:12]([CH:14]3[CH2:19][CH2:18][N:17]([C:20]4[O:24][N:23]=[C:22]([CH:25]([CH3:27])[CH3:26])[N:21]=4)[CH2:16][CH2:15]3)[CH3:13])=[CH:4][N:3]=2)[CH2:36]1)([CH3:31])([CH3:29])[CH3:30]. (6) Given the reactants [CH2:1]([NH2:4])[CH2:2][NH2:3].C[Al](C)C.[NH2:9][C:10]1[CH:15]=[CH:14][C:13]([CH2:16][CH2:17][CH2:18][C:19](OC)=O)=[CH:12][CH:11]=1.O, predict the reaction product. The product is: [NH:3]1[CH2:2][CH2:1][N:4]=[C:19]1[CH2:18][CH2:17][CH2:16][C:13]1[CH:12]=[CH:11][C:10]([NH2:9])=[CH:15][CH:14]=1. (7) Given the reactants [NH2:1][C@H:2]([C:12]1[N:17]=[C:16]([C:18]#[C:19][C:20]2([OH:24])[CH2:23][CH2:22][CH2:21]2)[CH:15]=[CH:14][C:13]=1[Br:25])[CH2:3][C:4]1[CH:9]=[C:8]([F:10])[CH:7]=[C:6]([F:11])[CH:5]=1.[F:26][C:27]1([F:51])[C:31]2[N:32]([CH2:39][C:40](ON3C(=O)CCC3=O)=[O:41])[N:33]=[C:34]([C:35]([F:38])([F:37])[F:36])[C:30]=2[C@H:29]2[CH2:50][C@@H:28]12, predict the reaction product. The product is: [Br:25][C:13]1[C:12]([C@@H:2]([NH:1][C:40](=[O:41])[CH2:39][N:32]2[C:31]3[C:27]([F:26])([F:51])[C@@H:28]4[CH2:50][C@@H:29]4[C:30]=3[C:34]([C:35]([F:37])([F:36])[F:38])=[N:33]2)[CH2:3][C:4]2[CH:9]=[C:8]([F:10])[CH:7]=[C:6]([F:11])[CH:5]=2)=[N:17][C:16]([C:18]#[C:19][C:20]2([OH:24])[CH2:23][CH2:22][CH2:21]2)=[CH:15][CH:14]=1. (8) Given the reactants [Cl:1][C:2]1[CH:11]=[C:10]([F:12])[C:9]([C:13]2[CH:18]=[CH:17][CH:16]=[CH:15][N:14]=2)=[CH:8][C:3]=1[C:4]([O:6]C)=[O:5].[OH-].[Na+], predict the reaction product. The product is: [Cl:1][C:2]1[CH:11]=[C:10]([F:12])[C:9]([C:13]2[CH:18]=[CH:17][CH:16]=[CH:15][N:14]=2)=[CH:8][C:3]=1[C:4]([OH:6])=[O:5]. (9) Given the reactants Cl.[NH2:2][CH:3]([CH2:9][CH:10]([F:12])[F:11])[C:4]([O:6][CH2:7][CH3:8])=[O:5].C(NC(C)C)(C)C.[CH:20](=O)[C:21]1[CH:26]=[CH:25][CH:24]=[CH:23][CH:22]=1.C(O[BH-](OC(=O)C)OC(=O)C)(=O)C.[Na+].C(=O)([O-])O.[Na+], predict the reaction product. The product is: [CH2:20]([NH:2][CH:3]([CH2:9][CH:10]([F:11])[F:12])[C:4]([O:6][CH2:7][CH3:8])=[O:5])[C:21]1[CH:26]=[CH:25][CH:24]=[CH:23][CH:22]=1. (10) Given the reactants Br[C:2]1[C:14]2[C:13]3[CH:12]=[C:11]([C:15]4[CH:16]=NC=[CH:19][CH:20]=4)[CH:10]=[CH:9][C:8]=3N=C[C:5]=2[N:4](C(OC(C)(C)C)=O)[N:3]=1.[C:28]([O-])([O-])=O.[K+].[K+].[CH3:34][C:35]1(C)C(C)(C)OB(C2C=NC=CC=2)[O:36]1.[CH3:49][N:50]([CH:52]=O)[CH3:51], predict the reaction product. The product is: [CH3:34][C:35]1[O:36][C:9](/[CH:10]=[CH:11]/[C:15]2[CH:20]=[CH:19][C:52]([N:50]([CH3:49])[CH3:51])=[CH:28][CH:16]=2)=[CH:8][C:13](=[C:14]([C:2]#[N:3])[C:5]#[N:4])[CH:12]=1.